From a dataset of Reaction yield outcomes from USPTO patents with 853,638 reactions. Predict the reaction yield, written as a fraction of the theoretical maximum amount of product (1.0 means a 100% yield; for example, 0.34 means a 34% yield). (1) The reactants are [NH2:1][C:2]1[CH:3]=[CH:4][C:5]([O:19][C:20]2[C:25]([F:26])=[CH:24][C:23]([F:27])=[CH:22][C:21]=2[F:28])=[C:6]([C:8]2[C:9]3[CH:18]=[CH:17][NH:16][C:10]=3[C:11](=[O:15])[N:12]([CH3:14])[CH:13]=2)[CH:7]=1.C(N(CC)CC)C.[CH3:36][NH:37][S:38](Cl)(=[O:40])=[O:39].[OH-].[Na+].[Cl-].[NH4+]. The catalyst is ClCCl.O1CCOCC1. The product is [CH3:36][NH:37][S:38](=[O:40])(=[O:39])[NH:1][C:2]1[CH:3]=[CH:4][C:5]([O:19][C:20]2[C:25]([F:26])=[CH:24][C:23]([F:27])=[CH:22][C:21]=2[F:28])=[C:6]([C:8]2[C:9]3[CH:18]=[CH:17][NH:16][C:10]=3[C:11](=[O:15])[N:12]([CH3:14])[CH:13]=2)[CH:7]=1. The yield is 0.110. (2) The reactants are Br[C:2]1[CH:3]=[C:4]2[C:9](=[CH:10][CH:11]=1)[N:8]=[C:7]([C:12]1[CH:17]=[C:16]([O:18][CH3:19])[CH:15]=[CH:14][C:13]=1[C:20]1[CH:25]=[CH:24][C:23]([Cl:26])=[CH:22][CH:21]=1)[CH:6]=[CH:5]2.[B:27]1([B:27]2[O:32][CH2:31][C:30]([CH3:34])([CH3:33])[CH2:29][O:28]2)[O:32][CH2:31][C:30]([CH3:34])([CH3:33])[CH2:29][O:28]1.C([O-])(=O)C.[K+]. The catalyst is CS(C)=O.C(OCC)(=O)C.C1C=CC([P]([Pd]([P](C2C=CC=CC=2)(C2C=CC=CC=2)C2C=CC=CC=2)([P](C2C=CC=CC=2)(C2C=CC=CC=2)C2C=CC=CC=2)[P](C2C=CC=CC=2)(C2C=CC=CC=2)C2C=CC=CC=2)(C2C=CC=CC=2)C2C=CC=CC=2)=CC=1. The product is [Cl:26][C:23]1[CH:24]=[CH:25][C:20]([C:13]2[CH:14]=[CH:15][C:16]([O:18][CH3:19])=[CH:17][C:12]=2[C:7]2[CH:6]=[CH:5][C:4]3[C:9](=[CH:10][CH:11]=[C:2]([B:27]4[O:32][CH2:31][C:30]([CH3:34])([CH3:33])[CH2:29][O:28]4)[CH:3]=3)[N:8]=2)=[CH:21][CH:22]=1. The yield is 0.700.